Dataset: Catalyst prediction with 721,799 reactions and 888 catalyst types from USPTO. Task: Predict which catalyst facilitates the given reaction. (1) Reactant: [CH2:1]([NH:7][CH2:8][CH2:9][OH:10])[CH2:2][CH2:3][CH2:4][CH2:5][CH3:6].C(=O)([O-])[O-].[K+].[K+].[N+:17]([C:20]1[CH:21]=[C:22]([CH:25]=[CH:26][CH:27]=1)[CH2:23]Cl)([O-:19])=[O:18]. Product: [CH2:1]([N:7]([CH2:23][C:22]1[CH:25]=[CH:26][CH:27]=[C:20]([N+:17]([O-:19])=[O:18])[CH:21]=1)[CH2:8][CH2:9][OH:10])[CH2:2][CH2:3][CH2:4][CH2:5][CH3:6]. The catalyst class is: 10. (2) Reactant: [OH:1][CH2:2][CH2:3][O:4][C:5]1[CH:10]=[CH:9][C:8]([C:11]2[O:12][C:13]3[C:18]([C:19](=[O:25])[C:20]=2[O:21][CH2:22][O:23][CH3:24])=[CH:17][CH:16]=[C:15]([O:26][CH2:27][O:28][CH3:29])[CH:14]=3)=[CH:7][C:6]=1[O:30][CH2:31][O:32][CH3:33].CCN(C(C)C)C(C)C.[CH3:43][C:44]1[CH:49]=[CH:48][C:47]([S:50](Cl)(=[O:52])=[O:51])=[CH:46][CH:45]=1. Product: [CH3:43][C:44]1[CH:49]=[CH:48][C:47]([S:50]([O:1][CH2:2][CH2:3][O:4][C:5]2[CH:10]=[CH:9][C:8]([C:11]3[O:12][C:13]4[C:18]([C:19](=[O:25])[C:20]=3[O:21][CH2:22][O:23][CH3:24])=[CH:17][CH:16]=[C:15]([O:26][CH2:27][O:28][CH3:29])[CH:14]=4)=[CH:7][C:6]=2[O:30][CH2:31][O:32][CH3:33])(=[O:52])=[O:51])=[CH:46][CH:45]=1. The catalyst class is: 28. (3) Reactant: [Br:1][C:2]1[CH:7]=[CH:6][CH:5]=[C:4]([N+:8]([O-])=O)[C:3]=1[CH3:11].[CH3:12]OC(OC)N(C)C.N1CCCC1.O. Product: [Br:1][C:2]1[CH:7]=[CH:6][CH:5]=[C:4]2[C:3]=1[CH:11]=[CH:12][NH:8]2. The catalyst class is: 3. (4) Reactant: [Br:1][C:2]1[CH:3]=[C:4]([CH:7]=O)[S:5][CH:6]=1.N1CCCCC1.C(O)(=O)[CH2:16][C:17]([OH:19])=[O:18]. Product: [Br:1][C:2]1[CH:3]=[C:4](/[CH:7]=[CH:16]/[C:17]([OH:19])=[O:18])[S:5][CH:6]=1. The catalyst class is: 17.